Dataset: Reaction yield outcomes from USPTO patents with 853,638 reactions. Task: Predict the reaction yield, written as a fraction of the theoretical maximum amount of product (1.0 means a 100% yield; for example, 0.34 means a 34% yield). (1) The catalyst is CC(O)(CC)CC. The reactants are [OH-:1].[K+].[CH3:3][O:4][C:5]1[CH:35]=[CH:34][C:8]([O:9][CH:10]2[CH2:13][N:12]([C:14]([CH3:33])([CH3:32])[CH2:15][CH2:16][C:17]([C:26]3[CH:31]=[CH:30][CH:29]=[CH:28][CH:27]=3)([C:20]3[CH:25]=[CH:24][CH:23]=[CH:22][CH:21]=3)[C:18]#[N:19])[CH2:11]2)=[CH:7][CH:6]=1. The product is [CH3:3][O:4][C:5]1[CH:6]=[CH:7][C:8]([O:9][CH:10]2[CH2:11][N:12]([C:14]([CH3:32])([CH3:33])[CH2:15][CH2:16][C:17]([C:26]3[CH:31]=[CH:30][CH:29]=[CH:28][CH:27]=3)([C:20]3[CH:21]=[CH:22][CH:23]=[CH:24][CH:25]=3)[C:18]([NH2:19])=[O:1])[CH2:13]2)=[CH:34][CH:35]=1. The yield is 0.960. (2) The reactants are [NH2:1][C:2]1[S:3][C:4]2[C:10]([N:11]3[CH2:16][CH2:15][O:14][CH2:13][CH2:12]3)=[CH:9][CH:8]=[C:7]([O:17][CH3:18])[C:5]=2[N:6]=1.[C:19](Cl)(Cl)=[O:20].[NH:23]1[CH2:28][CH2:27][S:26][CH2:25][CH2:24]1. No catalyst specified. The product is [CH3:18][O:17][C:7]1[C:5]2[N:6]=[C:2]([NH:1][C:19]([N:23]3[CH2:28][CH2:27][S:26][CH2:25][CH2:24]3)=[O:20])[S:3][C:4]=2[C:10]([N:11]2[CH2:16][CH2:15][O:14][CH2:13][CH2:12]2)=[CH:9][CH:8]=1. The yield is 0.730. (3) The reactants are C(NC(C)C)(C)C.[Li].[CH2:9]([N:11]([CH2:22][CH3:23])[C:12](=[O:21])[O:13][C:14]1[CH:19]=[CH:18][CH:17]=[C:16]([Cl:20])[CH:15]=1)[CH3:10].[I:24]I. The catalyst is O1CCCC1. The product is [CH2:22]([N:11]([CH2:9][CH3:10])[C:12](=[O:21])[O:13][C:14]1[CH:19]=[CH:18][CH:17]=[C:16]([Cl:20])[C:15]=1[I:24])[CH3:23]. The yield is 0.550. (4) The reactants are Cl.[CH2:2]([C:4]1[N:8]([C:9]2[N:17]=[C:16]3[C:12]([N:13]=[C:14]([CH:19]4[CH2:24][CH2:23][NH:22][CH2:21][CH2:20]4)[N:15]3[CH3:18])=[C:11]([N:25]3[CH2:30][CH2:29][O:28][CH2:27][CH2:26]3)[N:10]=2)[C:7]2[CH:31]=[CH:32][CH:33]=[CH:34][C:6]=2[N:5]=1)[CH3:3].Cl.[C-:36]#[N:37].[Na+].CC(=O)C.[CH2:43]1[CH2:47]OC[CH2:44]1. The catalyst is O. The product is [CH2:2]([C:4]1[N:8]([C:9]2[N:17]=[C:16]3[C:12]([N:13]=[C:14]([CH:19]4[CH2:20][CH2:21][N:22]([C:43]([CH3:44])([CH3:47])[C:36]#[N:37])[CH2:23][CH2:24]4)[N:15]3[CH3:18])=[C:11]([N:25]3[CH2:26][CH2:27][O:28][CH2:29][CH2:30]3)[N:10]=2)[C:7]2[CH:31]=[CH:32][CH:33]=[CH:34][C:6]=2[N:5]=1)[CH3:3]. The yield is 0.690. (5) The reactants are [F:1][C:2]1[CH:3]=[C:4]([NH:9][C:10]([C:12]2[CH:13]=[C:14]([N:18]3[CH2:22][C@@H:21]4[CH2:23][N:24]([C:26]([O:28][C:29]([CH3:32])([CH3:31])[CH3:30])=[O:27])[CH2:25][C@@H:20]4[CH2:19]3)[CH:15]=[N:16][CH:17]=2)=O)[CH:5]=[C:6]([F:8])[CH:7]=1.COC1C=CC(P2(SP(C3C=CC(OC)=CC=3)(=S)S2)=[S:42])=CC=1. The catalyst is C1(C)C=CC=CC=1. The product is [F:1][C:2]1[CH:3]=[C:4]([NH:9][C:10]([C:12]2[CH:13]=[C:14]([N:18]3[CH2:22][C@@H:21]4[CH2:23][N:24]([C:26]([O:28][C:29]([CH3:32])([CH3:31])[CH3:30])=[O:27])[CH2:25][C@@H:20]4[CH2:19]3)[CH:15]=[N:16][CH:17]=2)=[S:42])[CH:5]=[C:6]([F:8])[CH:7]=1. The yield is 0.970. (6) The reactants are C1CCC(N=C=NC2CCCCC2)CC1.[OH:16][N:17]1[C:21](=[O:22])[CH2:20][CH2:19][C:18]1=[O:23].[CH2:24]([C:52]([OH:54])=[O:53])[CH2:25][CH2:26][CH2:27][CH2:28][CH2:29][CH2:30][CH2:31][CH2:32][CH2:33][C:34]([C:49](O)=[O:50])([C:46]([OH:48])=[O:47])[CH2:35][CH2:36][CH2:37][CH2:38][CH2:39][CH2:40][CH2:41][CH2:42][CH2:43][CH:44]=[CH2:45]. The catalyst is C(Cl)Cl.C1COCC1. The product is [O:23]=[C:18]1[CH2:19][CH2:20][C:21](=[O:22])[N:17]1[O:16][C:49]([C:34]([CH2:35][CH2:36][CH2:37][CH2:38][CH2:39][CH2:40][CH2:41][CH2:42][CH2:43][CH:44]=[CH2:45])([CH2:33][CH2:32][CH2:31][CH2:30][CH2:29][CH2:28][CH2:27][CH2:26][CH2:25][CH2:24][C:52]([OH:54])=[O:53])[C:46]([OH:48])=[O:47])=[O:50]. The yield is 0.320.